Task: Predict the product of the given reaction.. Dataset: Forward reaction prediction with 1.9M reactions from USPTO patents (1976-2016) (1) Given the reactants [CH:1]1([C:4]2[O:8][N:7]=[C:6]([C@H:9]3[CH2:14][CH2:13][CH2:12][CH2:11][C@@H:10]3[C:15]([F:18])([F:17])[F:16])[C:5]=2[CH2:19]O)[CH2:3][CH2:2]1.CCN(C(C)C)C(C)C.CS([Cl:34])(=O)=O, predict the reaction product. The product is: [Cl:34][CH2:19][C:5]1[C:6]([C@@H:9]2[CH2:14][CH2:13][CH2:12][CH2:11][C@H:10]2[C:15]([F:18])([F:17])[F:16])=[N:7][O:8][C:4]=1[CH:1]1[CH2:3][CH2:2]1. (2) Given the reactants Br[C:2]1[CH:20]=[CH:19][C:5]2[N:6]=[C:7]([C@H:9]3[CH2:12][C@H:11]([N:13]4[CH2:17][CH2:16][CH2:15][C@H:14]4C)[CH2:10]3)[S:8][C:4]=2[CH:3]=1.[CH3:21][C:22]1[CH:23]=[CH:24][C:25](=[O:28])[NH:26][N:27]=1.N1NC(=O)C=CC=1, predict the reaction product. The product is: [CH3:21][C:22]1[CH:23]=[CH:24][C:25](=[O:28])[N:26]([C:2]2[CH:20]=[CH:19][C:5]3[N:6]=[C:7]([C@H:9]4[CH2:10][C@H:11]([N:13]5[CH2:14][CH2:15][CH2:16][CH2:17]5)[CH2:12]4)[S:8][C:4]=3[CH:3]=2)[N:27]=1. (3) Given the reactants [CH3:1][O:2][C:3](=[O:19])[C:4]1[CH:9]=[C:8]([NH:10][C:11](=[O:13])[CH3:12])[CH:7]=[C:6]([NH:14][C:15](=[O:17])[CH3:16])[C:5]=1Br.C([Sn](CCCC)(CCCC)[C:25]#[C:26][C:27]1[CH:32]=[CH:31][CH:30]=[CH:29][CH:28]=1)CCC, predict the reaction product. The product is: [CH3:1][O:2][C:3](=[O:19])[C:4]1[CH:9]=[C:8]([NH:10][C:11](=[O:13])[CH3:12])[CH:7]=[C:6]([NH:14][C:15](=[O:17])[CH3:16])[C:5]=1[C:25]#[C:26][C:27]1[CH:32]=[CH:31][CH:30]=[CH:29][CH:28]=1. (4) Given the reactants [Cl:1][C:2]1[CH:7]=[CH:6][CH:5]=[CH:4][C:3]=1[N:8]1[C:12]([C:13]2[CH:18]=[CH:17][C:16]([N+:19]([O-])=[O:20])=[CH:15][CH:14]=2)=[CH:11][CH:10]=[N:9]1.[C:22]1([CH3:31])[CH:27]=[CH:26][C:25]([CH2:28]C#N)=[CH:24][CH:23]=1, predict the reaction product. The product is: [Cl:1][C:2]1[CH:7]=[CH:6][CH:5]=[CH:4][C:3]=1[N:8]1[C:12]([C:13]2[CH:18]=[CH:17][C:16]3=[N:19][O:20][C:31]([C:22]4[CH:27]=[CH:26][C:25]([CH3:28])=[CH:24][CH:23]=4)=[C:15]3[CH:14]=2)=[CH:11][CH:10]=[N:9]1. (5) The product is: [CH:26]([N:15]1[CH2:16][CH2:17][C:12]([C:3]2[CH:4]=[CH:5][CH:6]=[C:7]([C:8]([F:10])([F:11])[F:9])[C:2]=2[F:1])([OH:18])[CH2:13][CH2:14]1)([CH2:28][CH3:29])[CH3:27]. Given the reactants [F:1][C:2]1[C:7]([C:8]([F:11])([F:10])[F:9])=[CH:6][CH:5]=[CH:4][C:3]=1[C:12]1([OH:18])[CH2:17][CH2:16][NH:15][CH2:14][CH2:13]1.C(=O)([O-])[O-].[K+].[K+].I[CH:26]([CH2:28][CH3:29])[CH3:27], predict the reaction product. (6) Given the reactants C([O:3][C:4](=[O:37])[C:5]1[CH:10]=[C:9]([CH3:11])[C:8]([N:12]2[CH2:17][CH2:16][N:15]([C:18]3[CH:23]=[C:22]([N:24]4[CH2:29][CH2:28][CH2:27][CH2:26][CH2:25]4)[N:21]=[C:20]([N:30]4[CH2:34][CH2:33][CH2:32][CH:31]4[CH3:35])[N:19]=3)[C@H:14]([CH3:36])[CH2:13]2)=[N:7][CH:6]=1)C.O.O[Li].O.CCO, predict the reaction product. The product is: [CH3:11][C:9]1[C:8]([N:12]2[CH2:17][CH2:16][N:15]([C:18]3[CH:23]=[C:22]([N:24]4[CH2:29][CH2:28][CH2:27][CH2:26][CH2:25]4)[N:21]=[C:20]([N:30]4[CH2:34][CH2:33][CH2:32][CH:31]4[CH3:35])[N:19]=3)[C@H:14]([CH3:36])[CH2:13]2)=[N:7][CH:6]=[C:5]([CH:10]=1)[C:4]([OH:37])=[O:3].